From a dataset of Tox21: 12 toxicity assays (nuclear receptors and stress response pathways). Binary classification across 12 toxicity assays. (1) The compound is COc1cc2c(c(OC)c1OC)-c1c(cc3c(c1OC)OCO3)C[C@@H](C)[C@](C)(O)C2. It tested positive (active) for: NR-AhR (Aryl hydrocarbon Receptor agonist activity). (2) The drug is O=c1[n-]c(=O)n(Cl)c(=O)n1Cl. It tested positive (active) for: NR-ER (Estrogen Receptor agonist activity). (3) The molecule is ClCC(Cl)CCl. It tested positive (active) for: NR-ER (Estrogen Receptor agonist activity).